Predict which catalyst facilitates the given reaction. From a dataset of Catalyst prediction with 721,799 reactions and 888 catalyst types from USPTO. (1) Reactant: F[C:2]1[CH:7]=[CH:6][C:5]([NH:8][C:9]([NH:11][C:12]2[CH:17]=[CH:16][C:15]([O:18][CH:19]([CH3:21])[CH3:20])=[CH:14][CH:13]=2)=[O:10])=[CH:4][C:3]=1[N+:22]([O-:24])=[O:23].[CH2:25]1[N:30]([CH2:31][CH2:32][NH2:33])[CH2:29][CH2:28][O:27][CH2:26]1. Product: [CH:19]([O:18][C:15]1[CH:16]=[CH:17][C:12]([NH:11][C:9]([NH:8][C:5]2[CH:6]=[CH:7][C:2]([NH:33][CH2:32][CH2:31][N:30]3[CH2:25][CH2:26][O:27][CH2:28][CH2:29]3)=[C:3]([N+:22]([O-:24])=[O:23])[CH:4]=2)=[O:10])=[CH:13][CH:14]=1)([CH3:21])[CH3:20]. The catalyst class is: 13. (2) Reactant: [C:1]([N:4]1[C:13]2[C:8](=[CH:9][C:10]([C:14]#[N:15])=[CH:11][CH:12]=2)[C@H:7]([NH2:16])[C@@H:6]([CH3:17])[C@@H:5]1[CH:18]1[CH2:20][CH2:19]1)(=[O:3])[CH3:2].F[C:22]1[N:31]=[CH:30][CH:29]=[CH:28][C:23]=1[C:24]([O:26][CH3:27])=[O:25].CCN(CC)CC. Product: [C:1]([N:4]1[C:13]2[C:8](=[CH:9][C:10]([C:14]#[N:15])=[CH:11][CH:12]=2)[C@H:7]([NH:16][C:22]2[N:31]=[CH:30][CH:29]=[CH:28][C:23]=2[C:24]([O:26][CH3:27])=[O:25])[C@@H:6]([CH3:17])[C@@H:5]1[CH:18]1[CH2:20][CH2:19]1)(=[O:3])[CH3:2]. The catalyst class is: 60.